The task is: Predict the reactants needed to synthesize the given product.. This data is from Full USPTO retrosynthesis dataset with 1.9M reactions from patents (1976-2016). (1) Given the product [Br:25][CH2:26][CH2:27][CH2:28][CH2:29][CH2:30][CH2:31][CH2:32][CH2:33][CH2:34][CH2:35][CH2:3][C:4]1[CH:9]=[CH:8][N:7]=[C:6]([C:10]2[CH:15]=[C:14]([CH3:16])[CH:13]=[CH:12][N:11]=2)[CH:5]=1, predict the reactants needed to synthesize it. The reactants are: N#N.[CH3:3][C:4]1[CH:9]=[CH:8][N:7]=[C:6]([C:10]2[CH:15]=[C:14]([CH3:16])[CH:13]=[CH:12][N:11]=2)[CH:5]=1.C([N-]C(C)C)(C)C.[Li+].[Br:25][CH:26](Br)[CH2:27][CH2:28][CH2:29][CH2:30][CH2:31][CH2:32][CH2:33][CH2:34][CH3:35]. (2) Given the product [C:17]([O:16][C:14]([N:9]1[CH2:8][C:7]2[C:11](=[CH:12][CH:13]=[C:5]([CH2:3][OH:2])[CH:6]=2)[CH2:10]1)=[O:15])([CH3:20])([CH3:18])[CH3:19], predict the reactants needed to synthesize it. The reactants are: C[O:2][C:3]([C:5]1[CH:6]=[C:7]2[C:11](=[CH:12][CH:13]=1)[CH2:10][N:9]([C:14]([O:16][C:17]([CH3:20])([CH3:19])[CH3:18])=[O:15])[CH2:8]2)=O.CC(C[AlH]CC(C)C)C. (3) Given the product [CH2:1]1[CH:9]2[N:4]([CH2:5][CH2:6][CH:7]([C:10]3[C:18]4[C:13](=[CH:14][CH:15]=[CH:16][N:17]=4)[N:12]([S:29]([C:20]4[CH:21]=[CH:22][C:23]5[C:28](=[CH:27][CH:26]=[CH:25][CH:24]=5)[CH:19]=4)(=[O:31])=[O:30])[CH:11]=3)[CH2:8]2)[CH2:3][CH2:2]1, predict the reactants needed to synthesize it. The reactants are: [CH2:1]1[CH:9]2[N:4]([CH2:5][CH2:6][CH:7]([C:10]3[C:18]4[C:13](=[CH:14][CH:15]=[CH:16][N:17]=4)[NH:12][CH:11]=3)[CH2:8]2)[CH2:3][CH2:2]1.[CH:19]1[C:28]2[C:23](=[CH:24][CH:25]=[CH:26][CH:27]=2)[CH:22]=[CH:21][C:20]=1[S:29](Cl)(=[O:31])=[O:30].C[Si]([N-][Si](C)(C)C)(C)C.[Na+]. (4) Given the product [F:9][C:6]1[CH:7]=[CH:8][C:3]([CH2:2][N:10]([CH2:11][CH:12]2[CH2:13][CH2:14][CH:15]([C:18]([OH:20])=[O:19])[CH2:16][CH2:17]2)[S:28]([C:25]2[CH:26]=[CH:27][C:22]([CH3:21])=[CH:23][CH:24]=2)(=[O:30])=[O:29])=[CH:4][CH:5]=1, predict the reactants needed to synthesize it. The reactants are: Br[CH2:2][C:3]1[CH:8]=[CH:7][C:6]([F:9])=[CH:5][CH:4]=1.[NH2:10][CH2:11][CH:12]1[CH2:17][CH2:16][CH:15]([C:18]([OH:20])=[O:19])[CH2:14][CH2:13]1.[CH3:21][C:22]1[CH:27]=[CH:26][C:25]([S:28](Cl)(=[O:30])=[O:29])=[CH:24][CH:23]=1. (5) Given the product [CH2:18]([NH:21][C:9]1[N:10]=[C:5]([NH:4][CH2:1][CH:2]=[CH2:3])[C:6]2[S:14][CH:13]=[C:12]([CH2:15][CH2:16][CH3:17])[C:7]=2[N:8]=1)[CH:19]=[CH2:20], predict the reactants needed to synthesize it. The reactants are: [CH2:1]([NH:4][C:5]1[C:6]2[S:14][CH:13]=[C:12]([CH2:15][CH2:16][CH3:17])[C:7]=2[N:8]=[C:9](Cl)[N:10]=1)[CH:2]=[CH2:3].[CH2:18]([NH2:21])[CH:19]=[CH2:20].C(=O)([O-])O.[Na+].